This data is from Reaction yield outcomes from USPTO patents with 853,638 reactions. The task is: Predict the reaction yield, written as a fraction of the theoretical maximum amount of product (1.0 means a 100% yield; for example, 0.34 means a 34% yield). (1) The reactants are [NH2:1][C:2]1[CH:3]=[C:4]2[C:8](=[CH:9][CH:10]=1)[NH:7][CH:6]=[CH:5]2.[CH:11](OCC)(OCC)OCC.[N-:21]=[N+:22]=[N-:23].[Na+].O. The catalyst is C(O)(=O)C. The product is [N:1]1([C:2]2[CH:3]=[C:4]3[C:8](=[CH:9][CH:10]=2)[NH:7][CH:6]=[CH:5]3)[CH:11]=[N:23][N:22]=[N:21]1. The yield is 0.560. (2) The reactants are [CH2:1]([O:3][C:4](=[O:27])[CH2:5][C:6]1[CH:11]=[C:10]([O:12][CH2:13][C:14]([F:17])([F:16])[F:15])[C:9]([N+:18]([O-])=O)=[C:8]([O:21][CH2:22][C:23]([F:26])([F:25])[F:24])[CH:7]=1)[CH3:2]. The catalyst is CCO.[Pd]. The product is [CH2:1]([O:3][C:4](=[O:27])[CH2:5][C:6]1[CH:7]=[C:8]([O:21][CH2:22][C:23]([F:25])([F:24])[F:26])[C:9]([NH2:18])=[C:10]([O:12][CH2:13][C:14]([F:16])([F:17])[F:15])[CH:11]=1)[CH3:2]. The yield is 0.900. (3) The reactants are C([N:8]1[CH2:13][C@H:12]([C:14]([F:17])([F:16])[F:15])[O:11][C@H:10]([CH3:18])[CH2:9]1)C1C=CC=CC=1.[ClH:19]. The catalyst is CO.[Pd]. The product is [ClH:19].[CH3:18][C@H:10]1[O:11][C@@H:12]([C:14]([F:16])([F:15])[F:17])[CH2:13][NH:8][CH2:9]1. The yield is 1.03.